From a dataset of Forward reaction prediction with 1.9M reactions from USPTO patents (1976-2016). Predict the product of the given reaction. (1) Given the reactants [F:1][C:2]([F:15])([F:14])[O:3][C:4]1[CH:13]=[CH:12][C:7]2[N:8]=[C:9]([NH2:11])[S:10][C:6]=2[CH:5]=1.[F:16][C:17]1[CH:18]=[C:19]([CH:23]=[C:24]([F:26])[CH:25]=1)[C:20](Cl)=[O:21].Br[CH:28]([CH2:33][CH3:34])[C:29]([O:31]C)=[O:30].COC1C=CC2N=C(N)SC=2C=1.ClC1C=C(C=CC=1)C(Cl)=O.BrCC(OCC)=O, predict the reaction product. The product is: [F:16][C:17]1[CH:18]=[C:19]([CH:23]=[C:24]([F:26])[CH:25]=1)[C:20]([N:11]=[C:9]1[N:8]([CH:28]([CH2:33][CH3:34])[C:29]([OH:31])=[O:30])[C:7]2[CH:12]=[CH:13][C:4]([O:3][C:2]([F:1])([F:14])[F:15])=[CH:5][C:6]=2[S:10]1)=[O:21]. (2) Given the reactants [CH2:1]([CH:3]([N:6]1[C:18]2[C:17]3[CH:16]=[CH:15][CH:14]=[C:13](I)[C:12]=3[N:11]=[C:10]([CH3:20])[C:9]=2[CH2:8][CH2:7]1)[CH2:4][CH3:5])[CH3:2].[C:21]1([CH3:33])[CH:26]=[C:25]([CH3:27])[CH:24]=[C:23]([CH3:28])[C:22]=1OB(O)O.O.O.O.O.O.O.O.O.[OH-].[Ba+2].[OH-].C(COC)OC, predict the reaction product. The product is: [CH2:1]([CH:3]([N:6]1[C:18]2[C:17]3[CH:16]=[CH:15][CH:14]=[C:13]([C:22]4[C:23]([CH3:28])=[CH:24][C:25]([CH3:27])=[CH:26][C:21]=4[CH3:33])[C:12]=3[N:11]=[C:10]([CH3:20])[C:9]=2[CH2:8][CH2:7]1)[CH2:4][CH3:5])[CH3:2]. (3) The product is: [CH2:1]([O:8][C:9]([N:11]1[CH2:16][CH2:15][N:14]([CH3:18])[C:13](=[O:17])[CH2:12]1)=[O:10])[C:2]1[CH:3]=[CH:4][CH:5]=[CH:6][CH:7]=1. Given the reactants [CH2:1]([O:8][C:9]([N:11]1[CH2:16][CH2:15][NH:14][C:13](=[O:17])[CH2:12]1)=[O:10])[C:2]1[CH:7]=[CH:6][CH:5]=[CH:4][CH:3]=1.[CH3:18]C([O-])(C)C.[K+].CI, predict the reaction product. (4) Given the reactants [CH3:1][O:2][CH2:3][CH2:4][O:5][C:6]1[CH:7]=[C:8]([CH:17]([C:20](=O)[CH3:21])[C:18]#[N:19])[CH:9]=[CH:10][C:11]=1[O:12][CH2:13][CH2:14][O:15][CH3:16].Cl.Cl.[NH2:25][NH2:26].C(=O)(O)[O-].[Na+], predict the reaction product. The product is: [CH3:1][O:2][CH2:3][CH2:4][O:5][C:6]1[CH:7]=[C:8]([C:17]2[C:20]([CH3:21])=[N:25][NH:26][C:18]=2[NH2:19])[CH:9]=[CH:10][C:11]=1[O:12][CH2:13][CH2:14][O:15][CH3:16]. (5) The product is: [Cl:15][C:12]1[CH:13]=[CH:14][C:9]([OH:8])=[C:10]([NH:16][C:17]([NH:19][C:20]2[CH:25]=[N:24][C:23]([C:26]#[N:27])=[CH:22][N:21]=2)=[O:18])[CH:11]=1. Given the reactants [Si]([O:8][C:9]1[CH:14]=[CH:13][C:12]([Cl:15])=[CH:11][C:10]=1[NH:16][C:17]([NH:19][C:20]1[CH:25]=[N:24][C:23]([C:26]#[N:27])=[CH:22][N:21]=1)=[O:18])(C(C)(C)C)(C)C.Br.[F-].[K+].Cl, predict the reaction product. (6) Given the reactants [F:1][C:2]1[CH:3]=[C:4]2[C:12](=[CH:13][CH:14]=1)[N:11]([CH2:15][CH2:16][CH2:17][CH2:18][CH2:19][CH2:20][C:21]([O:23][CH2:24][CH3:25])=[O:22])[C:10]1[CH2:9][CH2:8][C:7](=[CH2:26])[C:6](=[O:27])[C:5]2=1.[NH:28]1[CH2:33][CH2:32][O:31][CH2:30][CH2:29]1, predict the reaction product. The product is: [F:1][C:2]1[CH:3]=[C:4]2[C:12](=[CH:13][CH:14]=1)[N:11]([CH2:15][CH2:16][CH2:17][CH2:18][CH2:19][CH2:20][C:21]([O:23][CH2:24][CH3:25])=[O:22])[C:10]1[CH2:9][CH2:8][CH:7]([CH2:26][N:28]3[CH2:33][CH2:32][O:31][CH2:30][CH2:29]3)[C:6](=[O:27])[C:5]2=1. (7) Given the reactants [O:1]1[C:5]2[CH:6]=[CH:7][C:8]([C:10]3[S:11][CH:12]=[C:13]([C:15]([OH:17])=O)[N:14]=3)=[CH:9][C:4]=2[CH2:3][CH2:2]1.[NH:18]1[C:22]([NH2:23])=[N:21][CH:20]=[N:19]1.F[P-](F)(F)(F)(F)F.N1(OC(N(C)C)=[N+](C)C)[C:35]2[CH:36]=[CH:37][CH:38]=[CH:39][C:34]=2N=N1.N1C=CC=[CH:50][CH:49]=1, predict the reaction product. The product is: [O:1]1[C:5]2[CH:6]=[CH:7][C:8]([C:10]3[S:11][CH:12]=[C:13]([C:15]([NH:23][C:22]4[NH:18][N:19]=[C:20]([CH2:49][CH2:50][C:34]5[CH:39]=[CH:38][CH:37]=[CH:36][CH:35]=5)[N:21]=4)=[O:17])[N:14]=3)=[CH:9][C:4]=2[CH2:3][CH2:2]1. (8) Given the reactants [C:1]([N:8]1[CH2:13][CH2:12][C:11]([C:15]2[CH:20]=[CH:19][CH:18]=[C:17]([C:21]3[N:22]=[N:23][NH:24][C:25]=3[F:26])[CH:16]=2)([CH3:14])[CH:10]([CH3:27])[CH2:9]1)(=O)[CH2:2][CH2:3][CH2:4][CH2:5][CH3:6].[H-].[Al+3].[Li+].[H-].[H-].[H-], predict the reaction product. The product is: [F:26][C:25]1[NH:24][N:23]=[N:22][C:21]=1[C:17]1[CH:16]=[C:15]([C:11]2([CH3:14])[CH2:12][CH2:13][N:8]([CH2:1][CH2:2][CH2:3][CH2:4][CH2:5][CH3:6])[CH2:9][CH:10]2[CH3:27])[CH:20]=[CH:19][CH:18]=1.